The task is: Predict the product of the given reaction.. This data is from Forward reaction prediction with 1.9M reactions from USPTO patents (1976-2016). Given the reactants [Cl:1][C:2]1[CH:7]=[C:6]([C:8](=[O:10])[CH3:9])[C:5]([N+:11]([O-])=O)=[CH:4][N:3]=1, predict the reaction product. The product is: [NH2:11][C:5]1[C:6]([C:8](=[O:10])[CH3:9])=[CH:7][C:2]([Cl:1])=[N:3][CH:4]=1.